From a dataset of Reaction yield outcomes from USPTO patents with 853,638 reactions. Predict the reaction yield, written as a fraction of the theoretical maximum amount of product (1.0 means a 100% yield; for example, 0.34 means a 34% yield). (1) The reactants are [CH2:1]([O:3][C:4](=[O:39])[CH2:5][CH2:6][CH2:7][O:8][C:9]1[CH:14]=[CH:13][CH:12]=[C:11]([CH2:15][CH2:16][CH2:17][CH2:18][CH2:19][CH2:20][O:21][C:22]2[CH:27]=[C:26]([O:28][CH2:29][CH3:30])[CH:25]=[C:24](Br)[CH:23]=2)[C:10]=1[CH2:32][CH2:33][C:34]([O:36][CH2:37][CH3:38])=[O:35])[CH3:2].[NH:40]1[C:48]2[C:43](=[CH:44][CH:45]=[C:46](B(O)O)[CH:47]=2)[CH2:42][CH2:41]1.C(=O)([O-])[O-].[Cs+].[Cs+]. The catalyst is C1C=CC(P(C2C=CC=CC=2)[C-]2C=CC=C2)=CC=1.C1C=CC(P(C2C=CC=CC=2)[C-]2C=CC=C2)=CC=1.Cl[Pd]Cl.[Fe+2]. The product is [CH2:1]([O:3][C:4](=[O:39])[CH2:5][CH2:6][CH2:7][O:8][C:9]1[CH:14]=[CH:13][CH:12]=[C:11]([CH2:15][CH2:16][CH2:17][CH2:18][CH2:19][CH2:20][O:21][C:22]2[CH:23]=[C:24]([C:46]3[CH:47]=[C:48]4[C:43]([CH:42]=[CH:41][NH:40]4)=[CH:44][CH:45]=3)[CH:25]=[C:26]([O:28][CH2:29][CH3:30])[CH:27]=2)[C:10]=1[CH2:32][CH2:33][C:34]([O:36][CH2:37][CH3:38])=[O:35])[CH3:2]. The yield is 0.390. (2) The reactants are [F:1][C:2]1[CH:3]=[C:4]([N+:10]([O-:12])=[O:11])[CH:5]=[C:6]([F:9])[C:7]=1F.[Cl:13][C:14]1[CH:19]=[CH:18][C:17]([OH:20])=[CH:16][CH:15]=1.C([O-])([O-])=O.[Cs+].[Cs+]. The catalyst is CN(C=O)C. The product is [Cl:13][C:14]1[CH:19]=[CH:18][C:17]([O:20][C:7]2[C:6]([F:9])=[CH:5][C:4]([N+:10]([O-:12])=[O:11])=[CH:3][C:2]=2[F:1])=[CH:16][CH:15]=1. The yield is 1.06. (3) The reactants are [Na].[CH2:2]([OH:5])[CH:3]=[CH2:4].[Cl:6][C:7]1[CH:8]=[N:9][CH:10]=[C:11](Cl)[CH:12]=1.CS(C)=O. The catalyst is O. The product is [CH2:2]([O:5][C:11]1[CH:10]=[N:9][CH:8]=[C:7]([Cl:6])[CH:12]=1)[CH:3]=[CH2:4]. The yield is 1.00. (4) The reactants are CCN(C(C)C)C(C)C.[CH2:10]([O:12][C:13]([C:15]1[CH:16]=[N:17][N:18]([C:20]2[NH:29][C:28](=[O:30])[C:27]3[C:22](=[CH:23][C:24]4[CH2:34][CH2:33][CH2:32][CH2:31][C:25]=4[CH:26]=3)[N:21]=2)[CH:19]=1)=[O:14])[CH3:11].C(OC(C1C=NN(C2NC(=O)C3C4CCCCC=4C=CC=3N=2)C=1)=O)C.Cl[CH2:61][O:62][CH2:63][CH2:64][O:65][CH3:66]. The catalyst is C1COCC1.CCOC(C)=O. The product is [CH2:10]([O:12][C:13]([C:15]1[CH:16]=[N:17][N:18]([C:20]2[N:29]([CH2:61][O:62][CH2:63][CH2:64][O:65][CH3:66])[C:28](=[O:30])[C:27]3[C:22](=[CH:23][C:24]4[CH2:34][CH2:33][CH2:32][CH2:31][C:25]=4[CH:26]=3)[N:21]=2)[CH:19]=1)=[O:14])[CH3:11]. The yield is 0.410.